From a dataset of Catalyst prediction with 721,799 reactions and 888 catalyst types from USPTO. Predict which catalyst facilitates the given reaction. (1) Reactant: [CH2:1]([O:8][C:9]1[C:10](Cl)=[N:11][C:12]2[C:17]([C:18]=1[Cl:19])=[CH:16][C:15]([C:20]([C:32]1[N:36]([CH3:37])[CH:35]=[N:34][CH:33]=1)([C:22]1[CH:23]=[N:24][C:25]([C:28]([F:31])([F:30])[F:29])=[CH:26][CH:27]=1)[OH:21])=[CH:14][CH:13]=2)[C:2]1[CH:7]=[CH:6][CH:5]=[CH:4][CH:3]=1.[CH3:39][O-:40].[Na+]. Product: [CH2:1]([O:8][C:9]1[C:10]([O:40][CH3:39])=[N:11][C:12]2[C:17]([C:18]=1[Cl:19])=[CH:16][C:15]([C:20]([C:32]1[N:36]([CH3:37])[CH:35]=[N:34][CH:33]=1)([C:22]1[CH:23]=[N:24][C:25]([C:28]([F:31])([F:29])[F:30])=[CH:26][CH:27]=1)[OH:21])=[CH:14][CH:13]=2)[C:2]1[CH:7]=[CH:6][CH:5]=[CH:4][CH:3]=1. The catalyst class is: 5. (2) Reactant: [CH3:1][CH:2]1[CH2:7][CH:6]([CH3:8])[CH2:5][N:4]([S:9]([C:12]2[CH:25]=[CH:24][C:23]3[N:22]([CH3:26])[C:21]4[C:16](=[CH:17][C:18]([S:27]([N:30]5[CH2:35][CH:34]([CH3:36])[CH2:33][CH:32]([CH3:37])[CH2:31]5)(=[O:29])=[O:28])=[CH:19][CH:20]=4)[C:15](=S)[C:14]=3[CH:13]=2)(=[O:11])=[O:10])[CH2:3]1.[CH3:39][N:40]([CH2:42][CH2:43][CH2:44][NH2:45])[CH3:41]. Product: [CH3:36][CH:34]1[CH2:33][CH:32]([CH3:37])[CH2:31][N:30]([S:27]([C:18]2[CH:19]=[CH:20][C:21]3[N:22]([CH3:26])[C:23]4[C:14](=[CH:13][C:12]([S:9]([N:4]5[CH2:3][CH:2]([CH3:1])[CH2:7][CH:6]([CH3:8])[CH2:5]5)(=[O:11])=[O:10])=[CH:25][CH:24]=4)[C:15](=[N:45][CH2:44][CH2:43][CH2:42][N:40]([CH3:41])[CH3:39])[C:16]=3[CH:17]=2)(=[O:28])=[O:29])[CH2:35]1. The catalyst class is: 17. (3) Product: [ClH:12].[Cl:12][C:11]1[CH:7]=[C:3]([C:4]([NH2:6])=[O:5])[C:1](=[NH:2])[N:25]([C@@H:23]([C:19]2[CH:20]=[CH:21][CH:22]=[C:17]([C:15]#[N:16])[CH:18]=2)[CH3:24])[CH:10]=1. The catalyst class is: 5. Reactant: [C:1]([CH:3]([CH:7]1[C:11]([Cl:12])=[C:10](Cl)C(=O)O1)[C:4]([NH2:6])=[O:5])#[N:2].[C:15]([C:17]1[CH:18]=[C:19]([C@H:23]([NH2:25])[CH3:24])[CH:20]=[CH:21][CH:22]=1)#[N:16].C(N(CC)CC)C. (4) Reactant: [F:1][C:2]1[CH:7]=[CH:6][CH:5]=[C:4]([OH:8])[C:3]=1[C:9]1[N:18]=[C:17]([N:19]2[CH2:23][CH2:22][C@@H:21]([NH:24][C:25](=[O:29])[O:26][CH2:27][CH3:28])[CH2:20]2)[C:16]2[C:11](=[CH:12][C:13]([CH3:30])=[CH:14][CH:15]=2)[N:10]=1.[ClH:31]. Product: [ClH:31].[F:1][C:2]1[CH:7]=[CH:6][CH:5]=[C:4]([OH:8])[C:3]=1[C:9]1[N:18]=[C:17]([N:19]2[CH2:23][CH2:22][C@@H:21]([NH:24][C:25](=[O:29])[O:26][CH2:27][CH3:28])[CH2:20]2)[C:16]2[C:11](=[CH:12][C:13]([CH3:30])=[CH:14][CH:15]=2)[N:10]=1. The catalyst class is: 158. (5) Reactant: O.[C@@H:2]1([N:10]2[C:19]3[N:18]=[CH:17][N:16]=[C:14]([NH2:15])[C:13]=3[N:12]=[CH:11]2)[O:9][C@H:6]([CH2:7][OH:8])[C@@H:4]([OH:5])[CH2:3]1.N1C=CC=CC=1.CO[C:28]([N:32]1[CH2:37][CH2:36][O:35][CH2:34][CH2:33]1)(OC)[CH3:29]. Product: [O:35]1[CH2:36][CH2:37][N:32]([C:28](=[N:15][C:14]2[C:13]3[N:12]=[CH:11][N:10]([C:19]=3[N:18]=[CH:17][N:16]=2)[C@@H:2]2[O:9][C@H:6]([CH2:7][OH:8])[C@@H:4]([OH:5])[CH2:3]2)[CH3:29])[CH2:33][CH2:34]1. The catalyst class is: 5. (6) Reactant: [Si:1]([O:8][C@H:9]1[CH2:14][CH2:13][C@@:12]([C:20]2[CH:25]=[N:24][C:23]([N:26]3[C:30]([CH3:31])=[CH:29][CH:28]=[C:27]3[CH3:32])=[CH:22][N:21]=2)([C:15]([O:17]CC)=[O:16])[CH2:11][C@@H:10]1[F:33])([C:4]([CH3:7])([CH3:6])[CH3:5])([CH3:3])[CH3:2].[OH-].[Na+]. Product: [Si:1]([O:8][C@H:9]1[CH2:14][CH2:13][C:12]([C:20]2[CH:25]=[N:24][C:23]([N:26]3[C:30]([CH3:31])=[CH:29][CH:28]=[C:27]3[CH3:32])=[CH:22][N:21]=2)([C:15]([OH:17])=[O:16])[CH2:11][C@@H:10]1[F:33])([C:4]([CH3:7])([CH3:6])[CH3:5])([CH3:2])[CH3:3]. The catalyst class is: 8. (7) Reactant: Br[C:2]1[CH:3]=[C:4]([CH:36]=[CH:37][C:38]=1[Cl:39])[C:5]([N:7]([CH:9]1[CH:13]([C:14]2[CH:19]=[CH:18][C:17]([Cl:20])=[C:16]([Cl:21])[CH:15]=2)[CH2:12][N:11]([C:22]([CH:24]2[CH2:29][CH2:28][N:27]([C:30]([C:32]3([CH3:35])[CH2:34][CH2:33]3)=[O:31])[CH2:26][CH2:25]2)=[O:23])[CH2:10]1)[CH3:8])=[O:6].C1(P([CH:53]2[CH2:58][CH2:57]CCC2)C2CCCCC2)CCCCC1. Product: [Cl:39][C:38]1[CH:37]=[CH:36][C:4]([C:5]([N:7]([CH:9]2[CH:13]([C:14]3[CH:19]=[CH:18][C:17]([Cl:20])=[C:16]([Cl:21])[CH:15]=3)[CH2:12][N:11]([C:22]([CH:24]3[CH2:29][CH2:28][N:27]([C:30]([C:32]4([CH3:35])[CH2:34][CH2:33]4)=[O:31])[CH2:26][CH2:25]3)=[O:23])[CH2:10]2)[CH3:8])=[O:6])=[CH:3][C:2]=1[CH:57]1[CH2:58][CH2:53]1. The catalyst class is: 93.